Task: Predict which catalyst facilitates the given reaction.. Dataset: Catalyst prediction with 721,799 reactions and 888 catalyst types from USPTO (1) Reactant: [CH2:1]([C:5]1=[CH:6][N:7]([C:25]([CH3:28])([CH3:27])[CH3:26])[S:8]/[C:9]/1=[N:10]\[C:11]([CH:13]1[CH2:17][CH2:16][N:15](C(OC(C)(C)C)=O)[CH2:14]1)=[O:12])[CH2:2][CH2:3][CH3:4].FC(F)(F)C(O)=O.C(=O)(O)[O-].[Na+]. Product: [CH2:1]([C:5]1=[CH:6][N:7]([C:25]([CH3:26])([CH3:28])[CH3:27])[S:8]/[C:9]/1=[N:10]\[C:11]([CH:13]1[CH2:17][CH2:16][NH:15][CH2:14]1)=[O:12])[CH2:2][CH2:3][CH3:4]. The catalyst class is: 4. (2) The catalyst class is: 22. Reactant: [CH2:1]([O:3][C:4]([C:6]1[CH:7]([C:25]2[CH:30]=[CH:29][CH:28]=[CH:27][CH:26]=2)[C:8]2[C:13](=O)[NH:12][C:11](=[O:15])[N:10]([C:16]3[CH:21]=[CH:20][CH:19]=[CH:18][CH:17]=3)[C:9]=2[NH:22][C:23]=1[CH3:24])=[O:5])[CH3:2].CN(C)C=O.O=P(Cl)(Cl)[Cl:38].C([O-])(=O)C.[K+]. Product: [CH2:1]([O:3][C:4]([C:6]1[CH:7]([C:25]2[CH:30]=[CH:29][CH:28]=[CH:27][CH:26]=2)[C:8]2[C:13]([Cl:38])=[N:12][C:11](=[O:15])[N:10]([C:16]3[CH:21]=[CH:20][CH:19]=[CH:18][CH:17]=3)[C:9]=2[NH:22][C:23]=1[CH3:24])=[O:5])[CH3:2]. (3) Reactant: C([N-]C(C)C)(C)C.[Li+].[C:9]1([CH3:21])[CH:14]=[CH:13][CH:12]=[C:11]([CH2:15][C:16]([O:18][CH2:19][CH3:20])=[O:17])[CH:10]=1.[N:22]1[CH:23]=[N:24][N:25]2[CH:30]=[C:29]([CH:31]=[O:32])[CH:28]=[CH:27][C:26]=12. Product: [CH2:19]([O:18][C:16](=[O:17])[CH:15]([C:11]1[CH:10]=[C:9]([CH3:21])[CH:14]=[CH:13][CH:12]=1)[CH:31]([OH:32])[C:29]1[CH:28]=[CH:27][C:26]2[N:25]([N:24]=[CH:23][N:22]=2)[CH:30]=1)[CH3:20]. The catalyst class is: 7.